From a dataset of Catalyst prediction with 721,799 reactions and 888 catalyst types from USPTO. Predict which catalyst facilitates the given reaction. (1) Reactant: Cl.[NH2:2][C@@H:3]1[CH2:12][CH2:11][CH2:10][C:9]2[C:8]([C:13]3[S:17][C:16]([C:18]4[CH:19]=[CH:20][C:21]([O:26][CH:27]([CH3:29])[CH3:28])=[C:22]([CH:25]=4)[C:23]#[N:24])=[N:15][CH:14]=3)=[CH:7][CH:6]=[CH:5][C:4]1=2.[S:30](N)([NH2:33])(=[O:32])=[O:31].CCN(C(C)C)C(C)C. Product: [C:23]([C:22]1[CH:25]=[C:18]([C:16]2[S:17][C:13]([C:8]3[CH:7]=[CH:6][CH:5]=[C:4]4[C:9]=3[CH2:10][CH2:11][CH2:12][C@H:3]4[NH:2][S:30]([NH2:33])(=[O:32])=[O:31])=[CH:14][N:15]=2)[CH:19]=[CH:20][C:21]=1[O:26][CH:27]([CH3:29])[CH3:28])#[N:24]. The catalyst class is: 12. (2) Reactant: [CH3:1][O:2][C:3](=[O:11])[C:4]1[CH:9]=[C:8]([OH:10])[CH:7]=[N:6][CH:5]=1.[Cl:12][O-].[Na+]. Product: [CH3:1][O:2][C:3](=[O:11])[C:4]1[CH:9]=[C:8]([OH:10])[C:7]([Cl:12])=[N:6][CH:5]=1. The catalyst class is: 33. (3) Reactant: Cl[C:2]1[C:10]2[N:9]([CH3:11])[CH2:8][CH:7]3[CH2:12][N:13]([C:16]([O:18][C:19]([CH3:22])([CH3:21])[CH3:20])=[O:17])[CH2:14][CH2:15][C:5]([C:6]=23)=[CH:4][CH:3]=1.[CH3:23][C:24]1(C)[C:28](C)(C)OB(C(C)=C)O1.C1(P(C2CCCCC2)C2CCCCC2)CCCCC1.P([O-])([O-])([O-])=O.[K+].[K+].[K+]. Product: [CH:24]([C:2]1[C:10]2[N:9]([CH3:11])[CH2:8][CH:7]3[CH2:12][N:13]([C:16]([O:18][C:19]([CH3:21])([CH3:20])[CH3:22])=[O:17])[CH2:14][CH2:15][C:5]([C:6]=23)=[CH:4][CH:3]=1)([CH3:28])[CH3:23]. The catalyst class is: 706. (4) Reactant: [CH2:1]([C:3]1[C:8]([OH:9])=[CH:7][C:6]([OH:10])=[C:5]([C:11](=[O:29])[C:12]2[CH:17]=[CH:16][C:15]([O:18][CH2:19][CH2:20][N:21]3[CH2:26][CH2:25][O:24][CH2:23][CH2:22]3)=[C:14]([O:27][CH3:28])[CH:13]=2)[C:4]=1[CH2:30][C:31]([N:33]([CH2:38][CH2:39][O:40][CH3:41])[CH2:34][CH2:35][O:36][CH3:37])=[O:32])[CH3:2].[ClH:42]. Product: [ClH:42].[CH2:1]([C:3]1[C:8]([OH:9])=[CH:7][C:6]([OH:10])=[C:5]([C:11](=[O:29])[C:12]2[CH:17]=[CH:16][C:15]([O:18][CH2:19][CH2:20][N:21]3[CH2:26][CH2:25][O:24][CH2:23][CH2:22]3)=[C:14]([O:27][CH3:28])[CH:13]=2)[C:4]=1[CH2:30][C:31]([N:33]([CH2:34][CH2:35][O:36][CH3:37])[CH2:38][CH2:39][O:40][CH3:41])=[O:32])[CH3:2]. The catalyst class is: 5.